Dataset: Reaction yield outcomes from USPTO patents with 853,638 reactions. Task: Predict the reaction yield, written as a fraction of the theoretical maximum amount of product (1.0 means a 100% yield; for example, 0.34 means a 34% yield). (1) The reactants are S1C2C(=NC=CC=2OC2C=CC(N)=CC=2)C=C1.F[C:19]1[CH:20]=[C:21]([NH:45][C:46]([NH:48][C:49](=[O:57])[CH2:50][C:51]2[CH:56]=[CH:55][CH:54]=[CH:53][CH:52]=2)=[S:47])[CH:22]=[CH:23][C:24]=1[O:25][C:26]1[CH:31]=[CH:30][N:29]=[C:28]2[CH:32]=[C:33](C3C=CC(S(C)(=O)=O)=CC=3)[S:34][C:27]=12. No catalyst specified. The product is [C:51]1([CH2:50][C:49]([NH:48][C:46](=[S:47])[NH:45][C:21]2[CH:20]=[CH:19][C:24]([O:25][C:26]3[CH:31]=[CH:30][N:29]=[C:28]4[CH:32]=[CH:33][S:34][C:27]=34)=[CH:23][CH:22]=2)=[O:57])[CH:56]=[CH:55][CH:54]=[CH:53][CH:52]=1. The yield is 0.340. (2) The reactants are [CH:1]([C:3]1[CH:8]=[CH:7][C:6]([OH:9])=[CH:5][CH:4]=1)=[CH2:2].Cl[CH2:11][C:12]1[C:21]2[C:16](=[CH:17][CH:18]=[CH:19][CH:20]=2)[N:15]=[C:14]([CH3:22])[CH:13]=1.C([O-])([O-])=O.[Cs+].[Cs+].[Na+].[I-]. The catalyst is CS(C)=O. The product is [CH3:22][C:14]1[CH:13]=[C:12]([CH2:11][O:9][C:6]2[CH:7]=[CH:8][C:3]([CH:1]=[CH2:2])=[CH:4][CH:5]=2)[C:21]2[C:16](=[CH:17][CH:18]=[CH:19][CH:20]=2)[N:15]=1. The yield is 0.468. (3) The reactants are Cl[C:2]1[N:7]([CH2:8][C:9]2[CH:16]=[CH:15][CH:14]=[CH:13][C:10]=2[C:11]#[N:12])[C:6](=[O:17])[NH:5][C:4](=[O:18])[CH:3]=1.[H-].[Na+].[Li+].[Br-].[C:23]([C:25]1[CH:26]=[C:27]([CH:30]=[CH:31][CH:32]=1)[CH2:28]Br)#[N:24].Cl.Cl.[NH2:35][C@@H:36]1[CH2:41][CH2:40][CH2:39][NH:38][CH2:37]1.C(=O)(O)[O-].[Na+]. The catalyst is COCCOC.CN(C=O)C. The product is [NH2:35][C@@H:36]1[CH2:41][CH2:40][CH2:39][N:38]([C:2]2[N:7]([CH2:8][C:9]3[CH:16]=[CH:15][CH:14]=[CH:13][C:10]=3[C:11]#[N:12])[C:6](=[O:17])[N:5]([CH2:28][C:27]3[CH:30]=[CH:31][CH:32]=[C:25]([C:23]#[N:24])[CH:26]=3)[C:4](=[O:18])[CH:3]=2)[CH2:37]1. The yield is 0.840. (4) The reactants are [F:1][C:2]1[CH:10]=[CH:9][CH:8]=[C:7]([F:11])[C:3]=1[C:4](=[NH:6])[NH2:5].[OH:12][CH2:13][C:14](=O)[CH2:15]O.[NH4+].[Cl-].O. The yield is 0.100. The product is [F:1][C:2]1[CH:10]=[CH:9][CH:8]=[C:7]([F:11])[C:3]=1[C:4]1[NH:5][C:14]([CH2:13][OH:12])=[CH:15][N:6]=1. The catalyst is N.O. (5) The reactants are [C:1]([N:4]1[CH2:9][CH2:8][N:7]([C:10]([O:12][CH2:13][C:14]2[CH:19]=[CH:18][CH:17]=[CH:16][CH:15]=2)=[O:11])[CH2:6][CH2:5]1)(=[S:3])[NH2:2].Br[CH2:21][C:22]([C:24]1[CH:29]=[CH:28][CH:27]=[CH:26][C:25]=1[F:30])=O.C(N(C(C)C)CC)(C)C.C1COCC1. The catalyst is O. The product is [F:30][C:25]1[CH:26]=[CH:27][CH:28]=[CH:29][C:24]=1[C:22]1[N:2]=[C:1]([N:4]2[CH2:5][CH2:6][N:7]([C:10]([O:12][CH2:13][C:14]3[CH:19]=[CH:18][CH:17]=[CH:16][CH:15]=3)=[O:11])[CH2:8][CH2:9]2)[S:3][CH:21]=1. The yield is 0.270. (6) The reactants are C(N(CC)CC)C.[NH2:8][C:9]1[CH:14]=[CH:13][CH:12]=[CH:11][CH:10]=1.Cl.[CH3:16][O:17][C:18]1[CH:19]=[C:20]2[C:25](=[C:26]3[CH2:30][C:29]([CH3:32])([CH3:31])[O:28][C:27]=13)[C:24]([C:33]1[CH:34]=[C:35]([CH:43]=[CH:44][CH:45]=1)[C:36]([NH:38][CH2:39][C:40](O)=[O:41])=[O:37])=[N:23][C:22]([CH3:47])([CH3:46])[CH2:21]2.O.ON1C2C=CC=CC=2N=N1.Cl.C(N=C=NCCCN(C)C)C.C(=O)([O-])O.[Na+]. The catalyst is CN(C)C=O. The product is [O:41]=[C:40]([NH:8][C:9]1[CH:14]=[CH:13][CH:12]=[CH:11][CH:10]=1)[CH2:39][NH:38][C:36](=[O:37])[C:35]1[CH:43]=[CH:44][CH:45]=[C:33]([C:24]2[C:25]3[C:20](=[CH:19][C:18]([O:17][CH3:16])=[C:27]4[O:28][C:29]([CH3:31])([CH3:32])[CH2:30][C:26]4=3)[CH2:21][C:22]([CH3:47])([CH3:46])[N:23]=2)[CH:34]=1. The yield is 0.350. (7) The reactants are [O:1]1[CH2:3][C@H:2]1[CH2:4][N:5]1[CH2:14][CH2:13][C:12]2[C:7](=[CH:8][CH:9]=[CH:10][CH:11]=2)[CH2:6]1.[NH3:15]. The catalyst is CCO. The product is [NH2:15][CH2:3][C@H:2]([OH:1])[CH2:4][N:5]1[CH2:14][CH2:13][C:12]2[C:7](=[CH:8][CH:9]=[CH:10][CH:11]=2)[CH2:6]1. The yield is 0.920.